From a dataset of Experimentally validated miRNA-target interactions with 360,000+ pairs, plus equal number of negative samples. Binary Classification. Given a miRNA mature sequence and a target amino acid sequence, predict their likelihood of interaction. (1) The miRNA is mmu-miR-5135 with sequence AGGUCUAGGUGGCAAGGGCGUCCU. The protein sequence of the target gene is MSDAAEEQPMETTGATENGHEAAPEGEAPVEPSAAAAAPAASAGSGGGTTTAPSGNQNGAEGDQINASKNEEDAGKMFVGGLSWDTSKKDLKDYFTKFGEVVDCTIKMDPNTGRSRGFGFILFKDSSSVEKVLDQKEHRLDGRVIDPKKAMAMKKDPVKKIFVGGLNPEATEEKIREYFGQFGEIEAIELPIDPKLNKRRGFVFITFKEEDPVKKVLEKKFHTVSGSKCEIKVAQPKEVYQQQQYGSGGRGNRNRGNRGSGGGQGSTNYGKSQRRGGHQNNYKPY. Result: 1 (interaction). (2) The miRNA is cel-miR-267 with sequence CCCGUGAAGUGUCUGCUGCA. The protein sequence of the target gene is MTQEYDNKRPVLVLQNEALYPQRRSYTSEDEAWKSFLENPLTAATKAMMSINGDEDSAAALGLLYDYYKVPRERRSSTAKPEVEHPEPDHSKRNSIPIVTEQPLISAGENRVQVLKNVPFNIVLPHGNQLGIDKRGHLTAPDTTVTVSIATMPTHSIKTETQPHGFAVGIPPAVYHPEPTERVVVFDRNLNTDQFSSGAQAPNAQRRTPDSTFSETFKEGVQEVFFPSDLSLRMPGMNSEDYVFDSVSGNNFEYTLEASKSLRQKPGDSTMTYLNKGQFYPITLKEVSSSEGIHHPISKV.... Result: 0 (no interaction). (3) Result: 1 (interaction). The miRNA is hsa-miR-6825-5p with sequence UGGGGAGGUGUGGAGUCAGCAU. The protein sequence of the target gene is MTSKEDGKAAPGEERRRSPLDHLPPPANSNKPLTPFSIEDILNKPSVRRSYSLCGAAHLLAAADKHAQGGLPLAGRALLSQTSPLCALEELASKTFKGLEVSVLQAAEGRDGMTIFGQRQTPKKRRKSRTAFTNHQIYELEKRFLYQKYLSPADRDQIAQQLGLTNAQVITWFQNRRAKLKRDLEEMKADVESAKKLGPSGQMDIVALAELEQNSEATAGGGGGCGRAKSRPGSPVLPPGAPKAPGAGALQLSPASPLTDQPASSQDCSEDEEDEEIDVDD. (4) The miRNA is mmu-miR-1897-5p with sequence CUUUGGAUGGAGAAAGAGGGGG. The protein sequence of the target gene is MKRKERIARRLEGIENDTQPILLQSCTGLVTHRLLEEDTPRYMRASDPASPHIGRSNEEEETSDSSLEKQTRSKYCTETSGVHGDSPYGSGTMDTHSLESKAERIARYKAERRRQLAEKYGLTLDPEADSEYLSRYTKSRKEPDAVEKRGGKSDKQEESSRDASSLYPGTETMGLRTCAGESKDYALHVGDGSSDPEVLLNIENQRRGQELSATRQAHDLSPAAESSSTFSFSGRDSSFTEVPRSPKHAHSSSLQQAASRSPSFGDPQLSPEARPSTGKPKHEWFLQKDSEGDTPSLINW.... Result: 0 (no interaction). (5) The miRNA is hsa-miR-7106-5p with sequence UGGGAGGAGGGGAUCUUGGG. The protein sequence of the target gene is MPEVERKPKITASRKLLLKSLMLAKAKECWEQEHEEREAEKVRYLAERIPTLQTRGLSLSALQDLCRELHAKVEVVDEERYDIEAKCLHNTREIKDLKLKVMDLRGKFKRPPLRRVRVSADAMLRALLGSKHKVSMDLRANLKSVKKEDTEKERPVEVGDWRKNVEAMSGMEGRKKMFDAAKSPTSQ. Result: 1 (interaction). (6) Result: 1 (interaction). The miRNA is mmu-miR-717 with sequence CUCAGACAGAGAUACCUUCUCU. The protein sequence of the target gene is MAEEEVAKLEKHLMLLRQEYVKLQKKLAETEKRCTLLAAQANKENSNESFISRLLAIVAGLYEQEQYSDLKIKVGDRHISAHKFVLAARSDSWSLANLSSTEEIDLSDANPEVTMTMLRWIYTDELEFREDDVFLTELMKLANRFQLQLLRERCEKGVMSLVNVRNCIRFYQTAEELNASTLMNYCAEIIASHWDDLRKEDFSSLSAQLLYKMIKSKTEYPLHKAIKVEREDVVFLYLIEMDSQLPGKLNETDHNGDLALDLALSRRLESIATTLVSHKADVDMVDKNGWSLLHKGIQRG.... (7) The miRNA is hsa-miR-4712-3p with sequence AAUGAGAGACCUGUACUGUAU. The protein sequence of the target gene is MAEESRKPSAPSPPDQTPEEDLVIVKVEEDHGWDQESSLHESNPLGQEVFRLRFRQLRYQETLGPREALIQLRALCHQWLRPDLNTKEQILELLVLEQFLTILPEELQTLVKEHQLENGEEVVTLLEDLERQIDILGRPVSARVHGHRVLWEEVVHSASAPEPPNTQLQSEATQHKSPVPQESQERAMSTSQSPTRSQKGSSGDQEMTATLLTAGFQTLEKIEDMAVSLIREEWLLDPSQKDLCRDNRPENFRNMFSLGGETRSENRELASKQVISTGIQPHGETAAKCNGDVIRGLEHE.... Result: 1 (interaction).